This data is from Catalyst prediction with 721,799 reactions and 888 catalyst types from USPTO. The task is: Predict which catalyst facilitates the given reaction. (1) Reactant: C1COCC1.[F:6][CH:7]([F:20])[O:8][C:9]1[CH:16]=[CH:15][C:12]([CH:13]=O)=[CH:11][C:10]=1[O:17][CH2:18][CH3:19].[Li][N:22]([Si](C)(C)C)[Si](C)(C)C.[CH3:31][S:32]([CH3:35])(=[O:34])=[O:33]. Product: [F:6][CH:7]([F:20])[O:8][C:9]1[CH:16]=[CH:15][C:12]([CH:13]([NH2:22])[CH2:31][S:32]([CH3:35])(=[O:34])=[O:33])=[CH:11][C:10]=1[O:17][CH2:18][CH3:19]. The catalyst class is: 5. (2) Reactant: C([O:5][C:6](=[O:46])[CH2:7][CH2:8][N:9](C(OC(C)(C)C)=O)[CH2:10][C:11]([N:13]1[C:21]2[C:16](=[CH:17][C:18]([O:22][CH2:23][C:24]3[CH:29]=[CH:28][C:27]([CH:30]4[CH2:34][CH2:33][CH2:32][CH2:31]4)=[C:26]([C:35]([F:38])([F:37])[F:36])[CH:25]=3)=[CH:19][CH:20]=2)[CH2:15][CH2:14]1)=[O:12])(C)(C)C.C(O)(C(F)(F)F)=O. Product: [CH:30]1([C:27]2[CH:28]=[CH:29][C:24]([CH2:23][O:22][C:18]3[CH:17]=[C:16]4[C:21](=[CH:20][CH:19]=3)[N:13]([C:11](=[O:12])[CH2:10][NH:9][CH2:8][CH2:7][C:6]([OH:46])=[O:5])[CH2:14][CH2:15]4)=[CH:25][C:26]=2[C:35]([F:38])([F:36])[F:37])[CH2:31][CH2:32][CH2:33][CH2:34]1. The catalyst class is: 4. (3) Reactant: [Br:1][CH2:2][CH2:3]Br.[CH3:5][C:6]1[CH:11]=[CH:10][C:9]([CH3:12])=[CH:8][C:7]=1[OH:13].C[O-].[Na+]. Product: [Br:1][CH2:2][CH2:3][O:13][C:7]1[CH:8]=[C:9]([CH3:12])[CH:10]=[CH:11][C:6]=1[CH3:5]. The catalyst class is: 8. (4) Reactant: [CH3:1][O:2][C:3]([C:5]1[S:6][C:7]([C:30]2(O)[CH2:35][CH2:34][C:33]([CH3:37])([CH3:36])[CH2:32][CH2:31]2)=[CH:8][C:9]=1[N:10]([CH:20]1[CH2:29][CH2:28][C:23]2(OCC[O:24]2)[CH2:22][CH2:21]1)[C:11]([C@H:13]1[CH2:18][CH2:17][C@H:16]([CH3:19])[CH2:15][CH2:14]1)=[O:12])=[O:4].FC(F)(F)C(O)=O.O. Product: [CH3:1][O:2][C:3]([C:5]1[S:6][C:7]([C:30]2[CH2:35][CH2:34][C:33]([CH3:36])([CH3:37])[CH2:32][CH:31]=2)=[CH:8][C:9]=1[N:10]([C:11]([C@H:13]1[CH2:14][CH2:15][C@H:16]([CH3:19])[CH2:17][CH2:18]1)=[O:12])[CH:20]1[CH2:21][CH2:22][C:23](=[O:24])[CH2:28][CH2:29]1)=[O:4]. The catalyst class is: 11. (5) Reactant: [CH:1]([C:3]1[CH:12]=[CH:11][C:6]([C:7]([O:9][CH3:10])=[O:8])=[CH:5][N:4]=1)=[CH2:2].[CH3:13][O:14][C:15]1[CH:20]=[C:19]([O:21][CH3:22])[CH:18]=[CH:17][C:16]=1[CH2:23][NH2:24].CC(O)=O. Product: [CH3:13][O:14][C:15]1[CH:20]=[C:19]([O:21][CH3:22])[CH:18]=[CH:17][C:16]=1[CH2:23][NH:24][CH2:2][CH2:1][C:3]1[CH:12]=[CH:11][C:6]([C:7]([O:9][CH3:10])=[O:8])=[CH:5][N:4]=1. The catalyst class is: 5.